This data is from Reaction yield outcomes from USPTO patents with 853,638 reactions. The task is: Predict the reaction yield, written as a fraction of the theoretical maximum amount of product (1.0 means a 100% yield; for example, 0.34 means a 34% yield). (1) The reactants are [C:1]([C:3]1[CH:8]=[CH:7][C:6]([C:9](=[C:23]2[CH2:28][CH2:27][N:26]([CH2:29][C:30]3[CH:35]=[CH:34][CH:33]=[CH:32][CH:31]=3)[CH2:25][CH2:24]2)[C:10]2[CH:22]=[CH:21][C:13]([C:14]([N:16]([CH2:19][CH3:20])[CH2:17][CH3:18])=[O:15])=[CH:12][CH:11]=2)=[CH:5][CH:4]=1)#[N:2].[OH-:36].[K+]. The catalyst is CC(O)(C)C. The product is [CH2:19]([N:16]([CH2:17][CH3:18])[C:14]([C:13]1[CH:21]=[CH:22][C:10]([C:9](=[C:23]2[CH2:28][CH2:27][N:26]([CH2:29][C:30]3[CH:31]=[CH:32][CH:33]=[CH:34][CH:35]=3)[CH2:25][CH2:24]2)[C:6]2[CH:7]=[CH:8][C:3]([C:1]([NH2:2])=[O:36])=[CH:4][CH:5]=2)=[CH:11][CH:12]=1)=[O:15])[CH3:20]. The yield is 0.610. (2) The yield is 0.800. The catalyst is C(OCC)C. The reactants are C[C:2]1[C:3](C)=[N:4][C:5]2[C:10]([CH:11]=1)=[CH:9][CH:8]=[CH:7][C:6]=2[C:12]#[C:13]CO.[OH-].[Na+].C1(C)C=CC=CC=1. The product is [N:4]1[C:5]2[C:10](=[CH:9][CH:8]=[CH:7][C:6]=2[C:12]#[CH:13])[CH:11]=[CH:2][CH:3]=1. (3) The reactants are [OH:1][C@H:2]1[CH2:6][CH2:5][N:4]([C:7](=O)[CH:8]([NH:15][C:16](=O)OC(C)(C)C)[CH:9]2[CH2:14][CH2:13][O:12][CH2:11][CH2:10]2)[CH2:3]1.[H-].[H-].[H-].[H-].[Li+].[Al+3]. The catalyst is O1CCCC1. The product is [CH3:16][NH:15][CH:8]([CH:9]1[CH2:14][CH2:13][O:12][CH2:11][CH2:10]1)[CH2:7][N:4]1[CH2:5][CH2:6][C@H:2]([OH:1])[CH2:3]1. The yield is 0.670. (4) The reactants are [CH3:1][N:2]1[CH2:6][C:5]([CH3:8])([CH3:7])[CH2:4][C@H:3]1[C:9]1[N:13]2[CH:14]=[C:15]([O:18][C@H:19]3[C:28]4[C:23](=[CH:24][CH:25]=[CH:26][CH:27]=4)[C@@H:22]([NH2:29])[CH2:21][CH2:20]3)[CH:16]=[CH:17][C:12]2=[N:11][N:10]=1.ClC(Cl)(Cl)C[O:33][C:34](=O)[NH:35][C:36]1[N:37]([C:45]2[CH:50]=[CH:49][C:48]([CH3:51])=[CH:47][CH:46]=2)[N:38]=[C:39]([C:41]([CH3:44])([CH3:43])[CH3:42])[CH:40]=1.CCN(C(C)C)C(C)C.N. The catalyst is CN(C=O)C.CO.C(Cl)Cl.C(OCC)C. The product is [C:41]([C:39]1[CH:40]=[C:36]([NH:35][C:34]([NH:29][C@@H:22]2[C:23]3[C:28](=[CH:27][CH:26]=[CH:25][CH:24]=3)[C@H:19]([O:18][C:15]3[CH:16]=[CH:17][C:12]4[N:13]([C:9]([C@@H:3]5[CH2:4][C:5]([CH3:8])([CH3:7])[CH2:6][N:2]5[CH3:1])=[N:10][N:11]=4)[CH:14]=3)[CH2:20][CH2:21]2)=[O:33])[N:37]([C:45]2[CH:50]=[CH:49][C:48]([CH3:51])=[CH:47][CH:46]=2)[N:38]=1)([CH3:44])([CH3:42])[CH3:43]. The yield is 0.680. (5) The reactants are [C:1]([S:5][C:6]1[CH:7]=[C:8]2[C:13](=[CH:14][C:15]=1[F:16])[N:12]=[CH:11][N:10]=[C:9]2[OH:17])([CH3:4])([CH3:3])[CH3:2].[OH:18]OS([O-])=O.[K+].[OH2:24]. The catalyst is C(OCC)(=O)C.CO. The product is [C:1]([S:5]([C:6]1[CH:7]=[C:8]2[C:13](=[CH:14][C:15]=1[F:16])[N:12]=[CH:11][N:10]=[C:9]2[OH:17])(=[O:18])=[O:24])([CH3:4])([CH3:2])[CH3:3]. The yield is 0.940.